Predict which catalyst facilitates the given reaction. From a dataset of Catalyst prediction with 721,799 reactions and 888 catalyst types from USPTO. (1) Reactant: [C:1]([O:5][C:6]([NH:8][C@@H:9]1[CH2:13][CH2:12][C@:11]([CH:17]([CH3:19])[CH3:18])([C:14]([OH:16])=O)[CH2:10]1)=[O:7])([CH3:4])([CH3:3])[CH3:2].[F:20][C:21]([F:26])([F:25])[C:22](O)=O.FC(F)(F)[C:29]1[CH:34]=[CH:33][CH:32]=[CH:31][C:30]=1[C:35]1[CH2:36][CH2:37][NH:38]C[CH:40]=1.C(N(CC)CC)C.F[P-](F)(F)(F)(F)F.N1(O[P+](N(C)C)(N(C)C)N(C)C)C2C=CC=CC=2N=N1. Product: [C:1]([O:5][C:6](=[O:7])[NH:8][C@@H:9]1[CH2:13][CH2:12][C@:11]([CH:17]([CH3:19])[CH3:18])([C:14]([N:38]2[CH2:37][CH:36]=[C:35]([C:30]3[CH:31]=[CH:32][CH:33]=[CH:34][CH:29]=3)[CH2:40][CH:22]2[C:21]([F:26])([F:25])[F:20])=[O:16])[CH2:10]1)([CH3:2])([CH3:3])[CH3:4]. The catalyst class is: 2. (2) Reactant: [CH3:1][C:2]1[N:6]([CH2:7][C:8]([O:10][CH2:11][CH3:12])=[O:9])[C:5]([C:13]2[CH:18]=[CH:17][CH:16]=[CH:15][CH:14]=2)=[C:4]([C:19]2[CH:24]=[CH:23][CH:22]=[CH:21][CH:20]=2)[CH:3]=1.FC(F)(F)S(O[Si](C)(C)C)(=O)=O.C([SiH](CC)CC)C.[C:44]1([S:50]([C:53]2[CH:60]=[CH:59][CH:58]=[CH:57][C:54]=2[CH:55]=O)(=[O:52])=[O:51])[CH:49]=[CH:48][CH:47]=[CH:46][CH:45]=1. Product: [CH3:1][C:2]1[N:6]([CH2:7][C:8]([O:10][CH2:11][CH3:12])=[O:9])[C:5]([C:13]2[CH:14]=[CH:15][CH:16]=[CH:17][CH:18]=2)=[C:4]([C:19]2[CH:20]=[CH:21][CH:22]=[CH:23][CH:24]=2)[C:3]=1[CH2:55][C:54]1[CH:57]=[CH:58][CH:59]=[CH:60][C:53]=1[S:50]([C:44]1[CH:49]=[CH:48][CH:47]=[CH:46][CH:45]=1)(=[O:52])=[O:51]. The catalyst class is: 2. (3) Reactant: [C:1]([O:5][C:6](=[O:33])[NH:7][CH2:8][CH2:9][CH2:10][NH:11][CH:12]([C:16]1[C:25]([CH2:26][C:27]2[CH:32]=[CH:31][CH:30]=[CH:29][CH:28]=2)=[N:24][C:23]2[C:18](=[CH:19][CH:20]=[CH:21][CH:22]=2)[N:17]=1)[CH:13]1[CH2:15][CH2:14]1)([CH3:4])([CH3:3])[CH3:2].CCN(CC)CC.[C:41]1([CH3:50])[CH:46]=[CH:45][C:44]([C:47](Cl)=[O:48])=[CH:43][CH:42]=1. Product: [C:1]([O:5][C:6](=[O:33])[NH:7][CH2:8][CH2:9][CH2:10][N:11]([CH:12]([C:16]1[C:25]([CH2:26][C:27]2[CH:32]=[CH:31][CH:30]=[CH:29][CH:28]=2)=[N:24][C:23]2[C:18](=[CH:19][CH:20]=[CH:21][CH:22]=2)[N:17]=1)[CH:13]1[CH2:15][CH2:14]1)[C:47](=[O:48])[C:44]1[CH:45]=[CH:46][C:41]([CH3:50])=[CH:42][CH:43]=1)([CH3:4])([CH3:2])[CH3:3]. The catalyst class is: 91.